From a dataset of Catalyst prediction with 721,799 reactions and 888 catalyst types from USPTO. Predict which catalyst facilitates the given reaction. (1) Reactant: CN1CCOCC1.[N+:8]([C:11]1[CH:16]=[CH:15][C:14]([C:17]2[N:18]=[C:19]([C:22]([O:24]CC)=O)[S:20][CH:21]=2)=[CH:13][CH:12]=1)([O-:10])=[O:9].ClC(OCC(C)C)=O.Cl.[CH3:36][O:37][C:38](=[O:44])[C@H:39]([CH:41]([CH3:43])[CH3:42])[NH2:40]. Product: [CH3:42][CH:41]([CH3:43])[CH:39]([NH:40][C:22]([C:19]1[S:20][CH:21]=[C:17]([C:14]2[CH:13]=[CH:12][C:11]([N+:8]([O-:10])=[O:9])=[CH:16][CH:15]=2)[N:18]=1)=[O:24])[C:38]([O:37][CH3:36])=[O:44]. The catalyst class is: 531. (2) Reactant: [Li+].[BH4-].C[Si](Cl)(C)C.[Br:8][C:9]1[CH:14]=[CH:13][CH:12]=[C:11]([CH:15]=[CH:16][N+:17]([O-])=O)[C:10]=1[CH2:20][CH3:21].CO. Product: [Br:8][C:9]1[C:10]([CH2:20][CH3:21])=[C:11]([CH2:15][CH2:16][NH2:17])[CH:12]=[CH:13][CH:14]=1. The catalyst class is: 1. (3) Reactant: [CH3:1][C:2]1[N:3]=[CH:4][S:5][C:6]=1[C:7]1[N:8](C(OC(C)(C)C)=O)[C:9]2[C:14]([CH:15]=1)=[CH:13][CH:12]=[CH:11][CH:10]=2.C(O)(C(F)(F)F)=O. Product: [CH3:1][C:2]1[N:3]=[CH:4][S:5][C:6]=1[C:7]1[NH:8][C:9]2[C:14]([CH:15]=1)=[CH:13][CH:12]=[CH:11][CH:10]=2. The catalyst class is: 2. (4) Product: [Br:1][C:2]1[CH:7]=[C:6]([CH3:8])[C:5]([C:25]#[N:26])=[C:4]([CH3:10])[CH:3]=1. Reactant: [Br:1][C:2]1[CH:7]=[C:6]([CH3:8])[C:5](N)=[C:4]([CH3:10])[CH:3]=1.Cl.N([O-])=O.[Na+].C(=O)(O)[O-].[Na+].[C-]#N.[K+].[Cu][C:25]#[N:26]. The catalyst class is: 6. (5) Reactant: [Cl:1][C:2]([Cl:50])([Cl:49])[C:3]([O:6][C:7]([N:9]1[C@H:14]2[C:15]([C:37]([O:39]CC)=[O:38])=[C:16]([C:18]3[CH:19]=[N:20][C:21]([O:24][CH2:25][CH2:26][O:27][C:28]4[C:33]([Cl:34])=[CH:32][C:31]([CH3:35])=[CH:30][C:29]=4[Cl:36])=[CH:22][CH:23]=3)[CH2:17][C@@H:10]1[CH2:11][N:12]([C:42]([O:44][C:45]([CH3:48])([CH3:47])[CH3:46])=[O:43])[CH2:13]2)=[O:8])([CH3:5])[CH3:4].[OH-].[Na+]. Product: [Cl:50][C:2]([Cl:1])([Cl:49])[C:3]([O:6][C:7]([N:9]1[C@H:14]2[C:15]([C:37]([OH:39])=[O:38])=[C:16]([C:18]3[CH:19]=[N:20][C:21]([O:24][CH2:25][CH2:26][O:27][C:28]4[C:33]([Cl:34])=[CH:32][C:31]([CH3:35])=[CH:30][C:29]=4[Cl:36])=[CH:22][CH:23]=3)[CH2:17][C@@H:10]1[CH2:11][N:12]([C:42]([O:44][C:45]([CH3:48])([CH3:47])[CH3:46])=[O:43])[CH2:13]2)=[O:8])([CH3:4])[CH3:5]. The catalyst class is: 14. (6) Reactant: CC(OC([N:8]1[CH2:13][CH2:12][N:11]2[C:14](=[O:29])[O:15][C:16]([C:23]3[CH:28]=[CH:27][CH:26]=[CH:25][CH:24]=3)([C:17]3[CH:22]=[CH:21][CH:20]=[CH:19][CH:18]=3)[CH:10]2[CH2:9]1)=O)(C)C.FC(F)(F)C(O)=O.C(=O)([O-])O.[Na+]. Product: [C:23]1([C:16]2([C:17]3[CH:18]=[CH:19][CH:20]=[CH:21][CH:22]=3)[CH:10]3[CH2:9][NH:8][CH2:13][CH2:12][N:11]3[C:14](=[O:29])[O:15]2)[CH:28]=[CH:27][CH:26]=[CH:25][CH:24]=1. The catalyst class is: 4. (7) Reactant: CO[C:3](=[O:15])[C:4]1[CH:9]=[C:8]([O:10][CH2:11][C:12]#[CH:13])[CH:7]=[CH:6][C:5]=1[OH:14].[CH2:16]([NH2:21])[CH2:17][CH:18]([CH3:20])[CH3:19]. Product: [OH:14][C:5]1[CH:6]=[CH:7][C:8]([O:10][CH2:11][C:12]#[CH:13])=[CH:9][C:4]=1[C:3]([NH:21][CH2:16][CH2:17][CH:18]([CH3:20])[CH3:19])=[O:15]. The catalyst class is: 260. (8) Reactant: Cl[C:2]1[S:3][C:4]([C:19]([NH2:21])=[O:20])=[C:5]([O:7][CH2:8][C:9]2[CH:14]=[CH:13][CH:12]=[CH:11][C:10]=2[C:15]([F:18])([F:17])[F:16])[N:6]=1.[N:22]1[C:26]2[CH:27]=[CH:28][CH:29]=[CH:30][C:25]=2[NH:24][CH:23]=1.C([O-])([O-])=O.[K+].[K+]. Product: [N:22]1([C:2]2[S:3][C:4]([C:19]([NH2:21])=[O:20])=[C:5]([O:7][CH2:8][C:9]3[CH:14]=[CH:13][CH:12]=[CH:11][C:10]=3[C:15]([F:18])([F:17])[F:16])[N:6]=2)[C:26]2[CH:27]=[CH:28][CH:29]=[CH:30][C:25]=2[N:24]=[CH:23]1. The catalyst class is: 31. (9) Reactant: [CH3:1][C:2]1[CH:3]=[C:4]([NH2:17])[CH:5]=[CH:6][C:7]=1B1OC(C)(C)C(C)(C)O1.Br[C:19]1[CH:20]=[C:21]2[C:26](=[CH:27][CH:28]=1)[N:25]=[C:24]([NH2:29])[N:23]=[CH:22]2.C(=O)([O-])[O-].[Na+].[Na+].O1CCOCC1. Product: [NH2:17][C:4]1[CH:5]=[CH:6][C:7]([C:19]2[CH:20]=[C:21]3[C:26](=[CH:27][CH:28]=2)[N:25]=[C:24]([NH2:29])[N:23]=[CH:22]3)=[C:2]([CH3:1])[CH:3]=1. The catalyst class is: 690.